This data is from Forward reaction prediction with 1.9M reactions from USPTO patents (1976-2016). The task is: Predict the product of the given reaction. (1) Given the reactants [Cl:1][C:2]1[CH:7]=[CH:6][C:5]([N:8]2[CH:13]=[CH:12][C:11](=[O:14])[C:10]([C:15](=O)/[CH:16]=[CH:17]/[N:18](C)C)=[N:9]2)=[CH:4][CH:3]=1.[F:22][C:23]1[CH:28]=[CH:27][CH:26]=[CH:25][C:24]=1[NH:29]N, predict the reaction product. The product is: [Cl:1][C:2]1[CH:3]=[CH:4][C:5]([N:8]2[CH:13]=[CH:12][C:11](=[O:14])[C:10]([C:15]3[N:29]([C:24]4[CH:25]=[CH:26][CH:27]=[CH:28][C:23]=4[F:22])[N:18]=[CH:17][CH:16]=3)=[N:9]2)=[CH:6][CH:7]=1. (2) Given the reactants [C:1]([O:5][C:6](=[O:40])[NH:7][C:8]1([C:12]2[CH:17]=[CH:16][C:15]([C:18]3[C:27](=[O:28])[C:26]4[C:21](=[CH:22][C:23](C5NN=CC=5)=[CH:24][CH:25]=4)[O:20][C:19]=3[C:34]3[CH:39]=[CH:38][CH:37]=[CH:36][CH:35]=3)=[CH:14][CH:13]=2)[CH2:11][CH2:10][CH2:9]1)([CH3:4])([CH3:3])[CH3:2].C(OC(=O)NC1(C2C=CC(C3C(=O)C4C(=C(Br)C=CC=4)OC=3C3C=CC=CC=3)=CC=2)CCC1)(C)(C)C.[NH:77]1[CH:81]=[C:80](B2OC(C)(C)C(C)(C)O2)[CH:79]=[N:78]1, predict the reaction product. The product is: [C:1]([O:5][C:6](=[O:40])[NH:7][C:8]1([C:12]2[CH:13]=[CH:14][C:15]([C:18]3[C:27](=[O:28])[C:26]4[C:21](=[C:22]([C:80]5[CH:81]=[N:77][NH:78][CH:79]=5)[CH:23]=[CH:24][CH:25]=4)[O:20][C:19]=3[C:34]3[CH:39]=[CH:38][CH:37]=[CH:36][CH:35]=3)=[CH:16][CH:17]=2)[CH2:9][CH2:10][CH2:11]1)([CH3:3])([CH3:4])[CH3:2]. (3) Given the reactants C[O:2][C:3]1[CH:4]=[CH:5][C:6]2[O:10][CH:9]=[CH:8][C:7]=2[CH:11]=1.N1C=C(C)C(C)=CC=1C.[Li+].[I-], predict the reaction product. The product is: [O:10]1[C:6]2[CH:5]=[CH:4][C:3]([OH:2])=[CH:11][C:7]=2[CH:8]=[CH:9]1.